This data is from Reaction yield outcomes from USPTO patents with 853,638 reactions. The task is: Predict the reaction yield, written as a fraction of the theoretical maximum amount of product (1.0 means a 100% yield; for example, 0.34 means a 34% yield). The reactants are Br[C:2]1[CH:9]=[C:6]([CH:7]=[O:8])[C:5]([OH:10])=[CH:4][CH:3]=1.B(O)(O)[C:12]1[CH:17]=[CH:16][C:15]2[C:18]3[C:23]([C:24]([CH3:26])([CH3:25])[C:14]=2[CH:13]=1)=[CH:22][CH:21]=[CH:20][CH:19]=3.C([O-])([O-])=O.[K+].[K+]. The catalyst is C1(C)C=CC=CC=1.C1C=CC([P]([Pd]([P](C2C=CC=CC=2)(C2C=CC=CC=2)C2C=CC=CC=2)([P](C2C=CC=CC=2)(C2C=CC=CC=2)C2C=CC=CC=2)[P](C2C=CC=CC=2)(C2C=CC=CC=2)C2C=CC=CC=2)(C2C=CC=CC=2)C2C=CC=CC=2)=CC=1. The product is [CH3:25][C:24]1([CH3:26])[C:14]2[CH:13]=[C:12]([C:2]3[CH:9]=[C:6]([CH:7]=[O:8])[C:5]([OH:10])=[CH:4][CH:3]=3)[CH:17]=[CH:16][C:15]=2[C:18]2[C:23]1=[CH:22][CH:21]=[CH:20][CH:19]=2. The yield is 0.613.